Task: Predict which catalyst facilitates the given reaction.. Dataset: Catalyst prediction with 721,799 reactions and 888 catalyst types from USPTO (1) Reactant: [Br:1][C:2]1[CH:11]=[CH:10][CH:9]=[C:8]([OH:12])[C:3]=1[C:4]([O:6]C)=[O:5].[OH-].[Na+]. Product: [Br:1][C:2]1[CH:11]=[CH:10][CH:9]=[C:8]([OH:12])[C:3]=1[C:4]([OH:6])=[O:5]. The catalyst class is: 5. (2) Reactant: [S:1]1[C:6]2[CH:7]=[CH:8][CH:9]=[CH:10][C:5]=2[NH:4][C:3](=[O:11])[CH2:2]1.[Cl:12][CH2:13][C:14](Cl)=[O:15].[Cl-].[Cl-].[Cl-].[Al+3]. Product: [Cl:12][CH2:13][C:14]([C:9]1[CH:8]=[CH:7][C:6]2[S:1][CH2:2][C:3](=[O:11])[NH:4][C:5]=2[CH:10]=1)=[O:15]. The catalyst class is: 26. (3) Reactant: [CH2:1]([C:4]1[S:31][C:7]2[N:8]=[C:9]([N:25]3[CH2:29][CH2:28][C@H:27]([NH2:30])[CH2:26]3)[N:10]=[C:11]([N:12]3[CH2:17][CH2:16][N:15]4[C:18]([C:21]([F:24])([F:23])[F:22])=[N:19][N:20]=[C:14]4[CH2:13]3)[C:6]=2[CH:5]=1)[CH2:2][CH3:3].[OH:32][C:33]([CH3:38])([CH3:37])[C:34](O)=[O:35].CN(C(ON1N=NC2C=CC=NC1=2)=[N+](C)C)C.F[P-](F)(F)(F)(F)F.C(N(C(C)C)CC)(C)C. Product: [OH:32][C:33]([CH3:38])([CH3:37])[C:34]([NH:30][C@H:27]1[CH2:28][CH2:29][N:25]([C:9]2[N:10]=[C:11]([N:12]3[CH2:17][CH2:16][N:15]4[C:18]([C:21]([F:22])([F:23])[F:24])=[N:19][N:20]=[C:14]4[CH2:13]3)[C:6]3[CH:5]=[C:4]([CH2:1][CH2:2][CH3:3])[S:31][C:7]=3[N:8]=2)[CH2:26]1)=[O:35]. The catalyst class is: 9. (4) Product: [Br:29][C:13]1[N:12]([CH3:14])[C:11]([C:15]([O:17][CH2:18][CH3:19])=[O:16])=[C:10]([F:20])[C:9]=1[C:7](=[O:8])[C:6]([NH:5][C:1]([CH3:2])([CH3:4])[CH3:3])=[O:21]. The catalyst class is: 3. Reactant: [C:1]([NH:5][C:6](=[O:21])[C:7]([C:9]1[C:10]([F:20])=[C:11]([C:15]([O:17][CH2:18][CH3:19])=[O:16])[N:12]([CH3:14])[CH:13]=1)=[O:8])([CH3:4])([CH3:3])[CH3:2].C1C(=O)N([Br:29])C(=O)C1.C(#N)C. (5) Reactant: [CH2:1]([O:8][C:9]([N:11]1[CH2:17][CH:16]2[CH:18]([C:19]3[CH:24]=[CH:23][CH:22]=[C:21]([OH:25])[CH:20]=3)[CH:13]([CH2:14][CH2:15]2)[CH2:12]1)=[O:10])[C:2]1[CH:7]=[CH:6][CH:5]=[CH:4][CH:3]=1.C(N(CC)CC)C.C1C=CC(N([S:40]([C:43]([F:46])([F:45])[F:44])(=[O:42])=[O:41])[S:40]([C:43]([F:46])([F:45])[F:44])(=[O:42])=[O:41])=CC=1. Product: [CH2:1]([O:8][C:9]([N:11]1[CH2:12][CH:13]2[CH:18]([C:19]3[CH:24]=[CH:23][CH:22]=[C:21]([O:25][S:40]([C:43]([F:46])([F:45])[F:44])(=[O:42])=[O:41])[CH:20]=3)[CH:16]([CH2:15][CH2:14]2)[CH2:17]1)=[O:10])[C:2]1[CH:3]=[CH:4][CH:5]=[CH:6][CH:7]=1. The catalyst class is: 2. (6) Reactant: [NH:1]1[C:9]2[C:4](=[CH:5][CH:6]=[CH:7][CH:8]=2)[CH:3]=[CH:2]1.C(=O)([O-])[O-].[Cs+].[Cs+].[C:16]1(I)[CH:21]=[CH:20][CH:19]=[CH:18][CH:17]=1. Product: [C:16]1([N:1]2[C:9]3[C:4](=[CH:5][CH:6]=[CH:7][CH:8]=3)[CH:3]=[CH:2]2)[CH:21]=[CH:20][CH:19]=[CH:18][CH:17]=1. The catalyst class is: 590.